Predict the reactants needed to synthesize the given product. From a dataset of Full USPTO retrosynthesis dataset with 1.9M reactions from patents (1976-2016). (1) Given the product [NH2:1][CH2:4][C:5]1[CH:6]=[C:7]([CH2:11][CH:12]([NH:14][C:15]2[N:20]=[C:19]([N:21]([CH3:35])[C:22]3[CH:27]=[C:26]([NH2:28])[N:25]=[C:24]([C:29]4[CH:30]=[CH:31][CH:32]=[CH:33][CH:34]=4)[N:23]=3)[CH:18]=[CH:17][N:16]=2)[CH3:13])[CH:8]=[CH:9][CH:10]=1, predict the reactants needed to synthesize it. The reactants are: [N:1]([CH2:4][C:5]1[CH:6]=[C:7]([CH2:11][CH:12]([NH:14][C:15]2[N:20]=[C:19]([N:21]([CH3:35])[C:22]3[CH:27]=[C:26]([NH2:28])[N:25]=[C:24]([C:29]4[CH:34]=[CH:33][CH:32]=[CH:31][CH:30]=4)[N:23]=3)[CH:18]=[CH:17][N:16]=2)[CH3:13])[CH:8]=[CH:9][CH:10]=1)=[N+]=[N-].[Cl-].[NH4+]. (2) Given the product [CH:28]([N:27]1[C:23]([C:21]2[CH:20]=[CH:19][N:16]=[C:14]([NH:13][C:10]3[CH:11]=[N:12][C:7]([N:1]4[CH2:6][CH2:5][O:4][CH2:3][CH2:2]4)=[CH:8][CH:9]=3)[N:15]=2)=[CH:24][N:25]=[C:26]1[CH3:31])([CH3:30])[CH3:29], predict the reactants needed to synthesize it. The reactants are: [N:1]1([C:7]2[N:12]=[CH:11][C:10]([NH:13][C:14]([NH2:16])=[NH:15])=[CH:9][CH:8]=2)[CH2:6][CH2:5][O:4][CH2:3][CH2:2]1.CN(C)/[CH:19]=[CH:20]/[C:21]([C:23]1[N:27]([CH:28]([CH3:30])[CH3:29])[C:26]([CH3:31])=[N:25][CH:24]=1)=O.C[O-].[Na+]. (3) Given the product [CH3:5][O:4][N:3]([CH3:2])[S:14]([C:17]1[N:18]=[CH:19][N:20]2[CH:24]=[CH:23][S:22][C:21]=12)(=[O:15])=[O:16], predict the reactants needed to synthesize it. The reactants are: Cl.[CH3:2][NH:3][O:4][CH3:5].C(N(CC)CC)C.Cl[S:14]([C:17]1[N:18]=[CH:19][N:20]2[CH:24]=[CH:23][S:22][C:21]=12)(=[O:16])=[O:15].C(OCC)(=O)C. (4) Given the product [NH2:8][C:9]1[N:14]=[C:13]([CH3:15])[N:12]=[C:11]([C:16]2[CH:17]=[C:18]([CH2:31][N:32]3[CH2:33][CH2:34][N:35]([S:38]([N:41]([CH3:43])[CH3:42])(=[O:40])=[O:39])[CH2:36][CH2:37]3)[CH:19]=[N:20][C:21]=2[NH:22][C:23]2[CH:24]=[N:25][C:26]([O:29][CH3:30])=[CH:27][CH:28]=2)[N:10]=1, predict the reactants needed to synthesize it. The reactants are: COC1C=CC(C[N:8](CC2C=CC(OC)=CC=2)[C:9]2[N:14]=[C:13]([CH3:15])[N:12]=[C:11]([C:16]3[CH:17]=[C:18]([CH2:31][N:32]4[CH2:37][CH2:36][N:35]([S:38]([N:41]([CH3:43])[CH3:42])(=[O:40])=[O:39])[CH2:34][CH2:33]4)[CH:19]=[N:20][C:21]=3[NH:22][C:23]3[CH:24]=[N:25][C:26]([O:29][CH3:30])=[CH:27][CH:28]=3)[N:10]=2)=CC=1.FC(F)(F)C(O)=O.FC(F)(F)S(O)(=O)=O.CO. (5) Given the product [CH3:22][C:20]1([CH3:21])[C:8]2[C:7]3[N:6]([C:5]4[CH:4]=[CH:3][CH:2]=[CH:14][C:13]=4[C:12]=3[CH:11]=[CH:10][CH:9]=2)[C:15]2[CH:19]=[CH:18][S:17][C:16]1=2, predict the reactants needed to synthesize it. The reactants are: Br[C:2]1[CH:3]=[CH:4][C:5]2[N:6]([C:15]3[CH:19]=[CH:18][S:17][C:16]=3[C:20](O)([CH3:22])[CH3:21])[C:7]3[C:12]([C:13]=2[CH:14]=1)=[CH:11][CH:10]=[CH:9][CH:8]=3.CS(O)(=O)=O.O.